Dataset: NCI-60 drug combinations with 297,098 pairs across 59 cell lines. Task: Regression. Given two drug SMILES strings and cell line genomic features, predict the synergy score measuring deviation from expected non-interaction effect. (1) Drug 1: CCC1(CC2CC(C3=C(CCN(C2)C1)C4=CC=CC=C4N3)(C5=C(C=C6C(=C5)C78CCN9C7C(C=CC9)(C(C(C8N6C=O)(C(=O)OC)O)OC(=O)C)CC)OC)C(=O)OC)O.OS(=O)(=O)O. Drug 2: CC1CCC2CC(C(=CC=CC=CC(CC(C(=O)C(C(C(=CC(C(=O)CC(OC(=O)C3CCCCN3C(=O)C(=O)C1(O2)O)C(C)CC4CCC(C(C4)OC)O)C)C)O)OC)C)C)C)OC. Cell line: SF-295. Synergy scores: CSS=8.32, Synergy_ZIP=2.81, Synergy_Bliss=5.01, Synergy_Loewe=0.448, Synergy_HSA=-0.874. (2) Drug 1: CCCS(=O)(=O)NC1=C(C(=C(C=C1)F)C(=O)C2=CNC3=C2C=C(C=N3)C4=CC=C(C=C4)Cl)F. Drug 2: CS(=O)(=O)CCNCC1=CC=C(O1)C2=CC3=C(C=C2)N=CN=C3NC4=CC(=C(C=C4)OCC5=CC(=CC=C5)F)Cl. Cell line: MDA-MB-435. Synergy scores: CSS=33.4, Synergy_ZIP=11.2, Synergy_Bliss=12.5, Synergy_Loewe=-6.37, Synergy_HSA=8.16.